From a dataset of NCI-60 drug combinations with 297,098 pairs across 59 cell lines. Regression. Given two drug SMILES strings and cell line genomic features, predict the synergy score measuring deviation from expected non-interaction effect. (1) Drug 1: C1=CC(=CC=C1CCC2=CNC3=C2C(=O)NC(=N3)N)C(=O)NC(CCC(=O)O)C(=O)O. Drug 2: CC(C1=C(C=CC(=C1Cl)F)Cl)OC2=C(N=CC(=C2)C3=CN(N=C3)C4CCNCC4)N. Cell line: KM12. Synergy scores: CSS=7.47, Synergy_ZIP=-12.1, Synergy_Bliss=-20.3, Synergy_Loewe=-34.4, Synergy_HSA=-16.9. (2) Drug 1: CC1=CC2C(CCC3(C2CCC3(C(=O)C)OC(=O)C)C)C4(C1=CC(=O)CC4)C. Drug 2: CN1C(=O)N2C=NC(=C2N=N1)C(=O)N. Cell line: T-47D. Synergy scores: CSS=6.34, Synergy_ZIP=-2.59, Synergy_Bliss=2.64, Synergy_Loewe=-2.21, Synergy_HSA=-1.32. (3) Drug 1: CC1=C2C(C(=O)C3(C(CC4C(C3C(C(C2(C)C)(CC1OC(=O)C(C(C5=CC=CC=C5)NC(=O)C6=CC=CC=C6)O)O)OC(=O)C7=CC=CC=C7)(CO4)OC(=O)C)O)C)OC(=O)C. Drug 2: C1CNP(=O)(OC1)N(CCCl)CCCl. Cell line: CAKI-1. Synergy scores: CSS=9.22, Synergy_ZIP=-6.76, Synergy_Bliss=-2.28, Synergy_Loewe=-23.8, Synergy_HSA=-7.73. (4) Drug 1: CC1C(C(=O)NC(C(=O)N2CCCC2C(=O)N(CC(=O)N(C(C(=O)O1)C(C)C)C)C)C(C)C)NC(=O)C3=C4C(=C(C=C3)C)OC5=C(C(=O)C(=C(C5=N4)C(=O)NC6C(OC(=O)C(N(C(=O)CN(C(=O)C7CCCN7C(=O)C(NC6=O)C(C)C)C)C)C(C)C)C)N)C. Drug 2: CC1=C2C(C(=O)C3(C(CC4C(C3C(C(C2(C)C)(CC1OC(=O)C(C(C5=CC=CC=C5)NC(=O)OC(C)(C)C)O)O)OC(=O)C6=CC=CC=C6)(CO4)OC(=O)C)O)C)O. Cell line: OVCAR3. Synergy scores: CSS=22.7, Synergy_ZIP=6.46, Synergy_Bliss=9.14, Synergy_Loewe=5.41, Synergy_HSA=6.01. (5) Drug 1: CC=C1C(=O)NC(C(=O)OC2CC(=O)NC(C(=O)NC(CSSCCC=C2)C(=O)N1)C(C)C)C(C)C. Drug 2: C(CN)CNCCSP(=O)(O)O. Cell line: OVCAR-8. Synergy scores: CSS=55.5, Synergy_ZIP=0.612, Synergy_Bliss=-1.45, Synergy_Loewe=-71.0, Synergy_HSA=-0.385. (6) Drug 1: COC1=CC(=CC(=C1O)OC)C2C3C(COC3=O)C(C4=CC5=C(C=C24)OCO5)OC6C(C(C7C(O6)COC(O7)C8=CC=CS8)O)O. Drug 2: CN1C(=O)N2C=NC(=C2N=N1)C(=O)N. Cell line: 786-0. Synergy scores: CSS=18.2, Synergy_ZIP=-0.789, Synergy_Bliss=-0.0444, Synergy_Loewe=-13.0, Synergy_HSA=0.644.